Dataset: Peptide-MHC class I binding affinity with 185,985 pairs from IEDB/IMGT. Task: Regression. Given a peptide amino acid sequence and an MHC pseudo amino acid sequence, predict their binding affinity value. This is MHC class I binding data. (1) The peptide sequence is QHSFMANRM. The MHC is HLA-B58:01 with pseudo-sequence HLA-B58:01. The binding affinity (normalized) is 0.0847. (2) The peptide sequence is YPARVKCAL. The MHC is HLA-B57:01 with pseudo-sequence HLA-B57:01. The binding affinity (normalized) is 0.0847. (3) The peptide sequence is GEIGIRNWL. The MHC is HLA-B18:01 with pseudo-sequence HLA-B18:01. The binding affinity (normalized) is 0.236.